From a dataset of CYP2C9 inhibition data for predicting drug metabolism from PubChem BioAssay. Regression/Classification. Given a drug SMILES string, predict its absorption, distribution, metabolism, or excretion properties. Task type varies by dataset: regression for continuous measurements (e.g., permeability, clearance, half-life) or binary classification for categorical outcomes (e.g., BBB penetration, CYP inhibition). Dataset: cyp2c9_veith. (1) The compound is CCOC(=O)NC(NC(=O)OCC)C(=O)c1ccccc1. The result is 0 (non-inhibitor). (2) The molecule is COc1ccc(/C=C2/S/C(=N/N=C3\CC4CCC3(C)C4(C)C)NC2=O)cc1. The result is 1 (inhibitor). (3) The molecule is CN(C)c1ncc2nc(-c3ccccc3)c(=O)n(CCC#N)c2n1. The result is 0 (non-inhibitor). (4) The compound is COc1ccc(CNc2ncncc2-c2ccccc2CN(C)C)c(OC)c1. The result is 0 (non-inhibitor). (5) The result is 1 (inhibitor). The drug is CCOc1ccc2[nH]c(=O)c(CN(CCc3ccccc3)C(=O)N3CCOCC3)cc2c1. (6) The molecule is Clc1ccccc1NN(Cc1ccncc1)c1ccccc1Cl. The result is 1 (inhibitor). (7) The drug is CCCCN1C(=O)C(NC(=O)C2CC2)(C(F)(F)F)C2=C1CC(C)(C)CC2=O. The result is 1 (inhibitor).